Dataset: Full USPTO retrosynthesis dataset with 1.9M reactions from patents (1976-2016). Task: Predict the reactants needed to synthesize the given product. (1) Given the product [F:67][C:66]([F:69])([F:68])[C:64]([OH:70])=[O:65].[NH2:8][C:9]1[N:14]=[C:13]([CH3:15])[N:12]=[C:11]([C:16]2[C:17]([NH:34][C:35]3[CH:44]=[C:43]4[C:38]([CH:39]=[CH:40][CH:41]=[N:42]4)=[CH:37][CH:36]=3)=[N:18][CH:19]=[C:20]([C@H:22]([N:24]3[CH2:25][CH2:26][N:27]([S:30]([CH3:33])(=[O:31])=[O:32])[CH2:28][CH2:29]3)[CH3:23])[CH:21]=2)[N:10]=1, predict the reactants needed to synthesize it. The reactants are: COC1C=CC(C[N:8](CC2C=CC(OC)=CC=2)[C:9]2[N:14]=[C:13]([CH3:15])[N:12]=[C:11]([C:16]3[C:17]([NH:34][C:35]4[CH:44]=[C:43]5[C:38]([CH:39]=[CH:40][CH:41]=[N:42]5)=[CH:37][CH:36]=4)=[N:18][CH:19]=[C:20]([C@H:22]([N:24]4[CH2:29][CH2:28][N:27]([S:30]([CH3:33])(=[O:32])=[O:31])[CH2:26][CH2:25]4)[CH3:23])[CH:21]=3)[N:10]=2)=CC=1.FC(F)(F)S(O)(=O)=O.[C:64]([OH:70])([C:66]([F:69])([F:68])[F:67])=[O:65]. (2) Given the product [CH3:2][C@:14]12[CH2:18][CH2:17][CH2:16][N:15]1[CH:11]([C:10]([Cl:9])([Cl:20])[Cl:21])[O:12][C:13]2=[O:19], predict the reactants needed to synthesize it. The reactants are: [Li+].[CH3:2]C([N-]C(C)C)C.[Cl:9][C:10]([Cl:21])([Cl:20])[CH:11]1[N:15]2[CH2:16][CH2:17][CH2:18][C@@H:14]2[C:13](=[O:19])[O:12]1.IC. (3) Given the product [F:6][C:7]1[CH:12]=[CH:11][C:10]([C:13]2[C:18]([C:19]([O:21][CH3:22])=[O:20])=[CH:17][CH:16]=[C:15]([CH2:23][Cl:5])[N:14]=2)=[CH:9][CH:8]=1, predict the reactants needed to synthesize it. The reactants are: CS([Cl:5])(=O)=O.[F:6][C:7]1[CH:12]=[CH:11][C:10]([C:13]2[C:18]([C:19]([O:21][CH3:22])=[O:20])=[CH:17][CH:16]=[C:15]([CH3:23])[N+:14]=2[O-])=[CH:9][CH:8]=1.